Predict the reactants needed to synthesize the given product. From a dataset of Full USPTO retrosynthesis dataset with 1.9M reactions from patents (1976-2016). (1) Given the product [F:1][C:2]1[CH:7]=[C:6]([I:8])[CH:5]=[CH:4][C:3]=1[NH:9][C:10]1[N:15]([CH3:16])[C:14](=[O:17])[C:13]2[CH2:18][CH2:19][CH2:20][C:12]=2[C:11]=1[C:21]([OH:23])=[O:22], predict the reactants needed to synthesize it. The reactants are: [F:1][C:2]1[CH:7]=[C:6]([I:8])[CH:5]=[CH:4][C:3]=1[NH:9][C:10]1[N:15]([CH3:16])[C:14](=[O:17])[C:13]2[CH2:18][CH2:19][CH2:20][C:12]=2[C:11]=1[C:21]([O:23]CC)=[O:22].[Li+].[OH-]. (2) Given the product [CH3:46][N:47]1[CH:51]=[CH:50][N:49]=[C:48]1[C:2]1[CH:3]=[C:4]2[C:9](=[C:10]([O:12][CH2:13][O:14][CH2:15][CH2:16][Si:17]([CH3:20])([CH3:19])[CH3:18])[CH:11]=1)[N:8]=[CH:7][N:6]([CH2:21][O:22][CH2:23][CH2:24][Si:25]([CH3:28])([CH3:27])[CH3:26])[C:5]2=[O:29], predict the reactants needed to synthesize it. The reactants are: Br[C:2]1[CH:3]=[C:4]2[C:9](=[C:10]([O:12][CH2:13][O:14][CH2:15][CH2:16][Si:17]([CH3:20])([CH3:19])[CH3:18])[CH:11]=1)[N:8]=[CH:7][N:6]([CH2:21][O:22][CH2:23][CH2:24][Si:25]([CH3:28])([CH3:27])[CH3:26])[C:5]2=[O:29].C(C1C=C(C)C=C(C(C)(C)C)C=1O)(C)(C)C.[CH3:46][N:47]1[CH:51]=[CH:50][N:49]=[C:48]1[Sn](CCCC)(CCCC)CCCC.[F-].[K+]. (3) Given the product [Cl:1][C:2]1[CH:9]=[CH:8][CH:7]=[C:4]([CH:5]([OH:6])[C:11]([F:13])([F:12])[F:10])[CH:3]=1, predict the reactants needed to synthesize it. The reactants are: [Cl:1][C:2]1[CH:3]=[C:4]([CH:7]=[CH:8][CH:9]=1)[CH:5]=[O:6].[F:10][C:11]([Si](C)(C)C)([F:13])[F:12].[F-].C([N+](CCCC)(CCCC)CCCC)CCC. (4) Given the product [I:1][C:2]1[CH:7]=[CH:6][C:5](/[C:8](/[C:12]2[CH:13]=[N:14][C:15]([C:18]3[CH:23]=[CH:22][CH:21]=[CH:20][CH:19]=3)=[CH:16][CH:17]=2)=[CH:9]\[CH2:10][O:11][C:34]2[CH:33]=[CH:32][C:26]([O:27][CH2:28][C:29]([O:31][CH3:61])=[O:30])=[C:25]([CH3:24])[CH:35]=2)=[CH:4][CH:3]=1, predict the reactants needed to synthesize it. The reactants are: [I:1][C:2]1[CH:7]=[CH:6][C:5](/[C:8](/[C:12]2[CH:13]=[N:14][C:15]([C:18]3[CH:23]=[CH:22][CH:21]=[CH:20][CH:19]=3)=[CH:16][CH:17]=2)=[CH:9]\[CH2:10][OH:11])=[CH:4][CH:3]=1.[CH3:24][C:25]1[CH:35]=[C:34](OC/C=C(/C2C=CC(C#CCN3CCOCC3)=CC=2)\C2C=CC=CC=2)[CH:33]=[CH:32][C:26]=1[O:27][CH2:28][C:29]([OH:31])=[O:30].[C:61]1(P(C2C=CC=CC=2)C2C=CC=CC=2)C=CC=CC=1.N(C(OC(C)C)=O)=NC(OC(C)C)=O. (5) Given the product [CH:1]1([C@H:4]([O:6][C:7](=[O:31])[NH:8][C:9]2[CH:14]=[CH:13][C:12]([C:15]3[N:16]([CH:27]4[CH2:28][CH2:29][CH2:30]4)[C:17]4[C:22]([C:23]=3[C:24]#[N:25])=[CH:21][CH:20]=[C:19]([O:26][C:39]3[N:44]=[CH:43][CH:42]=[CH:41][N:40]=3)[CH:18]=4)=[CH:11][CH:10]=2)[CH3:5])[CH2:3][CH2:2]1, predict the reactants needed to synthesize it. The reactants are: [CH:1]1([C@H:4]([O:6][C:7](=[O:31])[NH:8][C:9]2[CH:14]=[CH:13][C:12]([C:15]3[N:16]([CH:27]4[CH2:30][CH2:29][CH2:28]4)[C:17]4[C:22]([C:23]=3[C:24]#[N:25])=[CH:21][CH:20]=[C:19]([OH:26])[CH:18]=4)=[CH:11][CH:10]=2)[CH3:5])[CH2:3][CH2:2]1.C([O-])([O-])=O.[Cs+].[Cs+].Cl[C:39]1[N:44]=[CH:43][CH:42]=[CH:41][N:40]=1.O. (6) Given the product [CH:1]1([C:7]2[CH:8]=[CH:9][C:10]([CH2:11][N:12]([C:69]3[CH:70]=[C:71]([CH:81]=[CH:82][CH:68]=3)[CH2:72][P:73](=[O:74])([OH:77])[OH:80])[C:13](=[O:27])[C:14]3[CH:15]=[CH:16][C:17]([O:20][C:21]4[CH:22]=[CH:23][CH:24]=[CH:25][CH:26]=4)=[CH:18][CH:19]=3)=[CH:39][CH:40]=2)[CH2:2][CH2:3][CH2:4][CH2:5][CH2:6]1, predict the reactants needed to synthesize it. The reactants are: [CH:1]1([C:7]2[CH:40]=[CH:39][C:10]([CH2:11][N:12](C3C=CC(CP(=O)(O)O)=CC=3)[C:13](=[O:27])[C:14]3[CH:19]=[CH:18][C:17]([O:20][C:21]4[CH:26]=[CH:25][CH:24]=[CH:23][CH:22]=4)=[CH:16][CH:15]=3)=[CH:9][CH:8]=2)[CH2:6][CH2:5][CH2:4][CH2:3][CH2:2]1.C1(C2C=CC(CN([C:68]3[CH:82]=[CH:81][C:71]([CH2:72][P:73](=[O:80])([O:77]CC)[O:74]CC)=[CH:70][CH:69]=3)C(=O)C3C=CC(OC4C=CC=CC=4)=CC=3)=CC=2)CCCCC1.Br[Si](C)(C)C.C(Cl)Cl.CO.